From a dataset of Catalyst prediction with 721,799 reactions and 888 catalyst types from USPTO. Predict which catalyst facilitates the given reaction. Reactant: [N:1]1[C:10]2[C:5](=[CH:6][CH:7]=[CH:8][CH:9]=2)[CH:4]=[CH:3][C:2]=1[CH2:11][CH2:12][NH2:13].CCN(C(C)C)C(C)C.C1CN([P+](ON2N=NC3C=CC=CC2=3)(N2CCCC2)N2CCCC2)CC1.F[P-](F)(F)(F)(F)F.CN1C=C(C(O)=O)C(C(OC)=O)=C(Cl)C1=O. Product: [C:12]([CH2:11][C:2]1[CH:3]=[CH:4][C:5]2[C:10](=[CH:9][CH:8]=[CH:7][CH:6]=2)[N:1]=1)#[N:13]. The catalyst class is: 2.